This data is from Full USPTO retrosynthesis dataset with 1.9M reactions from patents (1976-2016). The task is: Predict the reactants needed to synthesize the given product. (1) Given the product [CH3:18][C:19]1[NH:20][C:21]2[C:26]([CH:27]=1)=[CH:25][C:24]([NH:28][C:2]1[CH:7]=[CH:6][N:5]=[C:4]3[CH:8]=[C:9]([C:11]([N:13]4[CH2:17][CH2:16][CH2:15][CH2:14]4)=[O:12])[S:10][C:3]=13)=[CH:23][CH:22]=2, predict the reactants needed to synthesize it. The reactants are: Cl[C:2]1[CH:7]=[CH:6][N:5]=[C:4]2[CH:8]=[C:9]([C:11]([N:13]3[CH2:17][CH2:16][CH2:15][CH2:14]3)=[O:12])[S:10][C:3]=12.[CH3:18][C:19]1[NH:20][C:21]2[C:26]([CH:27]=1)=[CH:25][C:24]([NH2:28])=[CH:23][CH:22]=2. (2) Given the product [CH:22]1([C:25]2[O:26][CH:27]=[C:28]([CH2:30][NH:31][C:14]([C:12]3[CH:11]=[CH:10][C:9]([O:17][CH2:18][CH:19]4[CH2:21][CH2:20]4)=[C:8]([C:5]4[CH:4]=[CH:3][C:2]([Cl:1])=[CH:7][CH:6]=4)[N:13]=3)=[O:16])[N:29]=2)[CH2:24][CH2:23]1, predict the reactants needed to synthesize it. The reactants are: [Cl:1][C:2]1[CH:7]=[CH:6][C:5]([C:8]2[N:13]=[C:12]([C:14]([OH:16])=O)[CH:11]=[CH:10][C:9]=2[O:17][CH2:18][CH:19]2[CH2:21][CH2:20]2)=[CH:4][CH:3]=1.[CH:22]1([C:25]2[O:26][CH:27]=[C:28]([CH2:30][NH2:31])[N:29]=2)[CH2:24][CH2:23]1. (3) Given the product [C:27]1([CH2:26][NH:33][CH:7]2[CH2:8][CH2:9][C:4]3([O:11][CH2:1][CH2:2][O:3]3)[CH2:5][CH2:6]2)[CH:32]=[CH:31][CH:30]=[CH:29][CH:28]=1, predict the reactants needed to synthesize it. The reactants are: [CH2:1]1[O:11][C:4]2([CH2:9][CH2:8][C:7](=O)[CH2:6][CH2:5]2)[O:3][CH2:2]1.C(O[BH-](OC(=O)C)OC(=O)C)(=O)C.[Na+].[CH2:26]([NH2:33])[C:27]1[CH:32]=[CH:31][CH:30]=[CH:29][CH:28]=1.[OH-].[Na+]. (4) Given the product [CH:1]1([CH:6]([N:7]2[C:11]3=[N:12][C:13]([C:16]4[CH:25]=[CH:24][CH:23]=[C:22]5[C:17]=4[CH:18]=[CH:19][CH:20]=[N:21]5)=[CH:14][N:15]=[C:10]3[NH:9][C:8]2=[O:26])[CH3:28])[CH2:2][CH2:3][CH2:4][CH2:5]1, predict the reactants needed to synthesize it. The reactants are: [CH:1]1([CH2:6][N:7]2[C:11]3=[N:12][C:13]([C:16]4[CH:25]=[CH:24][CH:23]=[C:22]5[C:17]=4[CH:18]=[CH:19][CH:20]=[N:21]5)=[CH:14][N:15]=[C:10]3[NH:9][C:8]2=[O:26])[CH2:5][CH2:4][CH2:3][CH2:2]1.Cl.[CH:28]1(CN)CCCC1.C(N(CC)CC)C. (5) Given the product [N:32]1([CH:38]2[CH2:43][CH2:42][N:41]([CH2:44][CH2:45][CH2:46][NH:47][C:22](=[O:23])[C:21]3[CH:25]=[CH:26][C:18]([S:15](=[O:17])(=[O:16])[NH:14][C:8]4[CH:9]=[C:10]([F:13])[CH:11]=[CH:12][C:7]=4[O:6][C:5]4[CH:27]=[CH:28][C:2]([Br:1])=[CH:3][CH:4]=4)=[CH:19][CH:20]=3)[CH2:40][CH2:39]2)[CH2:37][CH2:36][CH2:35][CH2:34][CH2:33]1, predict the reactants needed to synthesize it. The reactants are: [Br:1][C:2]1[CH:28]=[CH:27][C:5]([O:6][C:7]2[CH:12]=[CH:11][C:10]([F:13])=[CH:9][C:8]=2[NH:14][S:15]([C:18]2[CH:26]=[CH:25][C:21]([C:22](O)=[O:23])=[CH:20][CH:19]=2)(=[O:17])=[O:16])=[CH:4][CH:3]=1.Cl.Cl.Cl.[N:32]1([CH:38]2[CH2:43][CH2:42][N:41]([CH2:44][CH2:45][CH2:46][NH2:47])[CH2:40][CH2:39]2)[CH2:37][CH2:36][CH2:35][CH2:34][CH2:33]1. (6) Given the product [F:16][C:17]1[CH:22]=[C:21]([F:23])[CH:20]=[CH:19][C:18]=1[C:24]1[CH:29]=[CH:28][CH:27]=[C:26]([N:30]2[CH2:31][CH2:32][N:33]([C:8]([NH:7][C:5]3[O:4][N:3]=[C:2]([CH3:1])[CH:6]=3)=[O:15])[CH2:34][CH2:35]2)[CH:25]=1, predict the reactants needed to synthesize it. The reactants are: [CH3:1][C:2]1[CH:6]=[C:5]([NH:7][C:8](=[O:15])OCC(Cl)(Cl)Cl)[O:4][N:3]=1.[F:16][C:17]1[CH:22]=[C:21]([F:23])[CH:20]=[CH:19][C:18]=1[C:24]1[CH:29]=[CH:28][CH:27]=[C:26]([N:30]2[CH2:35][CH2:34][NH:33][CH2:32][CH2:31]2)[CH:25]=1. (7) Given the product [C:4]([CH:5]([C:6]1[CH:11]=[CH:10][CH:9]=[CH:8][CH:7]=1)[NH:24][C:15]1[CH:16]=[CH:17][C:18]2[C:23](=[CH:22][CH:21]=[CH:20][CH:19]=2)[CH:14]=1)#[CH:3], predict the reactants needed to synthesize it. The reactants are: C(=O)([O-])O[CH2:3][CH:4]=[CH:5][C:6]1[CH:11]=[CH:10][CH:9]=[CH:8][CH:7]=1.[CH:14]1[C:23]2[C:18](=[CH:19][CH:20]=[CH:21][CH:22]=2)[CH:17]=[CH:16][C:15]=1[NH2:24]. (8) Given the product [C:31]([C:33]1[CH:38]=[CH:37][N:36]=[C:35]([C:39]([NH:1][C:2]2[CH:3]=[C:4]3[C:8](=[CH:9][CH:10]=2)[NH:7][CH:6]=[C:5]3[CH:11]2[CH2:16][CH2:15][N:14]([C:17]([O:19][C:20]([CH3:23])([CH3:22])[CH3:21])=[O:18])[CH2:13][CH2:12]2)=[O:40])[CH:34]=1)#[N:32], predict the reactants needed to synthesize it. The reactants are: [NH2:1][C:2]1[CH:3]=[C:4]2[C:8](=[CH:9][CH:10]=1)[NH:7][CH:6]=[C:5]2[CH:11]1[CH2:16][CH2:15][N:14]([C:17]([O:19][C:20]([CH3:23])([CH3:22])[CH3:21])=[O:18])[CH2:13][CH2:12]1.CCN(CC)CC.[C:31]([C:33]1[CH:38]=[CH:37][N:36]=[C:35]([C:39](Cl)=[O:40])[CH:34]=1)#[N:32].